This data is from Full USPTO retrosynthesis dataset with 1.9M reactions from patents (1976-2016). The task is: Predict the reactants needed to synthesize the given product. (1) Given the product [CH:1]([C:4]1[N:8]2[CH:9]=[C:10]([C:13]#[C:14][C:24]3[CH:29]=[CH:28][CH:27]=[C:26]([CH3:30])[N:25]=3)[CH:11]=[CH:12][C:7]2=[N:6][N:5]=1)([CH3:3])[CH3:2], predict the reactants needed to synthesize it. The reactants are: [CH:1]([C:4]1[N:8]2[CH:9]=[C:10]([C:13]#[CH:14])[CH:11]=[CH:12][C:7]2=[N:6][N:5]=1)([CH3:3])[CH3:2].CN(CCN(C)C)C.Br[C:24]1[CH:29]=[CH:28][CH:27]=[C:26]([CH3:30])[N:25]=1. (2) Given the product [O:15]=[C:12]1[N:11]2[CH:6]([CH2:4][CH2:3][CH2:2][CH:1]=[O:18])[CH2:7][CH2:8][CH2:9][C:10]2=[N:14][O:13]1, predict the reactants needed to synthesize it. The reactants are: [CH3:1][CH2:2][CH2:3][CH:4]([CH:6]1[N:11]2[C:12](=[O:15])[O:13][N:14]=[C:10]2[CH2:9][CH2:8][CH2:7]1)C.CC[O:18]C(C)=O. (3) Given the product [OH:1][C:2]([CH3:34])([CH3:35])[CH2:3][C@@:4]1([C:28]2[CH:33]=[CH:32][CH:31]=[CH:30][CH:29]=2)[O:9][C:8](=[O:10])[N:7]([C@H:11]([C:13]2[CH:14]=[CH:15][C:16]([C:37]3[CH:42]=[CH:41][N:40]([CH2:43][CH:44]([CH3:47])[CH2:45][OH:46])[C:39](=[O:48])[CH:38]=3)=[CH:17][CH:18]=2)[CH3:12])[CH2:6][CH2:5]1, predict the reactants needed to synthesize it. The reactants are: [OH:1][C:2]([CH3:35])([CH3:34])[CH2:3][C@@:4]1([C:28]2[CH:33]=[CH:32][CH:31]=[CH:30][CH:29]=2)[O:9][C:8](=[O:10])[N:7]([C@H:11]([C:13]2[CH:18]=[CH:17][C:16](B3OC(C)(C)C(C)(C)O3)=[CH:15][CH:14]=2)[CH3:12])[CH2:6][CH2:5]1.Br[C:37]1[CH:42]=[CH:41][N:40]([CH2:43][CH:44]([CH3:47])[CH2:45][OH:46])[C:39](=[O:48])[CH:38]=1. (4) Given the product [Cl:1][C:2]1[CH:3]=[CH:4][C:5]([C:35]([F:38])([F:36])[F:37])=[C:6]([C:8]2[C:13]([C:14]#[N:15])=[CH:12][N:11]([CH:16]([CH3:33])[C:17]([NH:19][C:20]3[CH:32]=[CH:31][C:23]([C:24]([OH:26])=[O:25])=[CH:22][CH:21]=3)=[O:18])[C:10](=[O:34])[CH:9]=2)[CH:7]=1, predict the reactants needed to synthesize it. The reactants are: [Cl:1][C:2]1[CH:3]=[CH:4][C:5]([C:35]([F:38])([F:37])[F:36])=[C:6]([C:8]2[C:13]([C:14]#[N:15])=[CH:12][N:11]([CH:16]([CH3:33])[C:17]([NH:19][C:20]3[CH:32]=[CH:31][C:23]([C:24]([O:26]C(C)(C)C)=[O:25])=[CH:22][CH:21]=3)=[O:18])[C:10](=[O:34])[CH:9]=2)[CH:7]=1.C(O)(C(F)(F)F)=O. (5) Given the product [CH3:4][CH:3]([N:10]1[C:6](=[O:16])[C:7]2[C:8](=[CH:12][CH:13]=[CH:14][CH:15]=2)[C:9]1=[O:11])[C:2]#[CH:1], predict the reactants needed to synthesize it. The reactants are: [CH3:1][CH:2](O)[C:3]#[CH:4].[C:6]1(=[O:16])[NH:10][C:9](=[O:11])[C:8]2=[CH:12][CH:13]=[CH:14][CH:15]=[C:7]12.C1(P(C2C=CC=CC=2)C2C=CC=CC=2)C=CC=CC=1.N(C(OCC)=O)=NC(OCC)=O. (6) Given the product [CH2:1]([S:3]([N:6]1[C:18]2[CH2:17][CH2:16][CH:15]([CH:19]3[CH2:24][CH2:23][O:22][CH2:21][CH2:20]3)[CH2:14][C:13]=2[C:12]2[C:7]1=[CH:8][CH:9]=[C:10]([C:25]([N:27]1[CH2:31][CH2:30][CH2:29][C@@H:28]1[C:32]([OH:34])=[O:33])=[O:26])[CH:11]=2)(=[O:4])=[O:5])[CH3:2], predict the reactants needed to synthesize it. The reactants are: [CH2:1]([S:3]([N:6]1[C:18]2[CH2:17][CH2:16][CH:15]([CH:19]3[CH2:24][CH2:23][O:22][CH2:21][CH2:20]3)[CH2:14][C:13]=2[C:12]2[C:7]1=[CH:8][CH:9]=[C:10]([C:25]([N:27]1[CH2:31][CH2:30][CH2:29][C@@H:28]1[C:32]([O:34]C(C)(C)C)=[O:33])=[O:26])[CH:11]=2)(=[O:5])=[O:4])[CH3:2].[OH-].[Li+].C(O)(=O)C. (7) Given the product [Cl:1][C:2]1[CH:7]=[CH:6][CH:5]=[CH:4][C:3]=1[CH2:8][CH2:9][NH:15][CH:12]1[CH2:14][CH2:13]1, predict the reactants needed to synthesize it. The reactants are: [Cl:1][C:2]1[CH:7]=[CH:6][CH:5]=[CH:4][C:3]=1[CH2:8][C:9](O)=O.[CH:12]1([NH2:15])[CH2:14][CH2:13]1. (8) Given the product [Cl:20][C:21]([F:30])([F:31])[O:22][C:23]1[CH:24]=[CH:25][C:26]([NH:27][C:10](=[O:12])[C:9]2[CH:13]=[CH:14][CH:15]=[C:7]([C:5]3[CH:4]=[N:3][CH:2]=[N:1][CH:6]=3)[CH:8]=2)=[CH:28][CH:29]=1, predict the reactants needed to synthesize it. The reactants are: [N:1]1[CH:6]=[C:5]([C:7]2[CH:8]=[C:9]([CH:13]=[CH:14][CH:15]=2)[C:10]([OH:12])=O)[CH:4]=[N:3][CH:2]=1.O=S(Cl)Cl.[Cl:20][C:21]([F:31])([F:30])[O:22][C:23]1[CH:29]=[CH:28][C:26]([NH2:27])=[CH:25][CH:24]=1. (9) Given the product [CH:1]1([NH:4][C@@H:12]2[CH2:17][CH2:16][N:15]([C:20]3[N:25]=[CH:24][C:23]([C:26]([F:29])([F:28])[F:27])=[CH:22][N:21]=3)[CH2:14][C@@H:13]2[F:18])[CH2:2][CH2:3]1, predict the reactants needed to synthesize it. The reactants are: [CH:1]1([N:4]([C@@H:12]2[CH2:17][CH2:16][NH:15][CH2:14][C@@H:13]2[F:18])C(=O)OC(C)(C)C)[CH2:3][CH2:2]1.Cl[C:20]1[N:25]=[CH:24][C:23]([C:26]([F:29])([F:28])[F:27])=[CH:22][N:21]=1.